From a dataset of Forward reaction prediction with 1.9M reactions from USPTO patents (1976-2016). Predict the product of the given reaction. (1) Given the reactants [F:1][C:2]1[CH:10]=[CH:9][C:5]([C:6](O)=[O:7])=[C:4]([S:11][CH3:12])[CH:3]=1.[Cl-].[NH4+].O[N:16]1C2N=CC=CC=2N=N1.Cl.CN(C)CCCN=C=NCC, predict the reaction product. The product is: [F:1][C:2]1[CH:10]=[CH:9][C:5]([C:6]([NH2:16])=[O:7])=[C:4]([S:11][CH3:12])[CH:3]=1. (2) Given the reactants [Cl:1][C:2]1[C:3]([C:30]2[S:34][C:33]([C:35]3([OH:39])[CH2:38][CH2:37][CH2:36]3)=[N:32][CH:31]=2)=[C:4]2[CH:10]=[C:9]([C:11]3[CH:19]=[CH:18][C:14]([C:15]([OH:17])=[O:16])=[CH:13][CH:12]=3)[N:8](S(C3C=CC(C)=CC=3)(=O)=O)[C:5]2=[N:6][CH:7]=1.[OH-].[Na+], predict the reaction product. The product is: [Cl:1][C:2]1[C:3]([C:30]2[S:34][C:33]([C:35]3([OH:39])[CH2:38][CH2:37][CH2:36]3)=[N:32][CH:31]=2)=[C:4]2[CH:10]=[C:9]([C:11]3[CH:12]=[CH:13][C:14]([C:15]([OH:17])=[O:16])=[CH:18][CH:19]=3)[NH:8][C:5]2=[N:6][CH:7]=1. (3) Given the reactants [Cl:1][C:2]1[CH:3]=[N:4][CH:5]=[C:6]([Cl:24])[C:7]=1[NH:8][C:9]([C:11]1[C:12]2[N:13]([N:19]=[C:20]([CH2:22][OH:23])[CH:21]=2)[C:14]([O:17][CH3:18])=[CH:15][CH:16]=1)=[O:10], predict the reaction product. The product is: [Cl:24][C:6]1[CH:5]=[N:4][CH:3]=[C:2]([Cl:1])[C:7]=1[NH:8][C:9]([C:11]1[C:12]2[N:13]([N:19]=[C:20]([CH:22]=[O:23])[CH:21]=2)[C:14]([O:17][CH3:18])=[CH:15][CH:16]=1)=[O:10]. (4) Given the reactants Cl[C:2]1[CH:7]=[C:6]([O:8][CH3:9])[N:5]=[CH:4][C:3]=1[C:10]1[N:11]([CH2:24][CH2:25][OH:26])[CH:12]=[C:13]([C:15]2[N:16]([CH:21]([CH3:23])[CH3:22])[N:17]=[C:18]([CH3:20])[N:19]=2)[N:14]=1.[H-].[Na+].O, predict the reaction product. The product is: [CH:21]([N:16]1[C:15]([C:13]2[N:14]=[C:10]3[N:11]([CH2:24][CH2:25][O:26][C:2]4[CH:7]=[C:6]([O:8][CH3:9])[N:5]=[CH:4][C:3]=43)[CH:12]=2)=[N:19][C:18]([CH3:20])=[N:17]1)([CH3:23])[CH3:22]. (5) Given the reactants Br[C:2]1[CH:3]=[C:4]([CH2:8][C@@H:9]([OH:17])[CH2:10][C:11]2[CH:16]=[CH:15][CH:14]=[CH:13][CH:12]=2)[CH:5]=[CH:6][CH:7]=1.[C:18]([O:22][C:23]([N:25]1[CH2:28][CH2:27][C@H:26]1[CH2:29][O:30][C:31]1[CH:32]=[N:33][CH:34]=[C:35]([Sn](C)(C)C)[CH:36]=1)=[O:24])([CH3:21])([CH3:20])[CH3:19].C(Cl)(Cl)Cl.[F-].[Cs+], predict the reaction product. The product is: [C:18]([O:22][C:23]([N:25]1[CH2:28][CH2:27][C@H:26]1[CH2:29][O:30][C:31]1[CH:36]=[C:35]([C:2]2[CH:3]=[C:4]([CH2:8][C@@H:9]([OH:17])[CH2:10][C:11]3[CH:16]=[CH:15][CH:14]=[CH:13][CH:12]=3)[CH:5]=[CH:6][CH:7]=2)[CH:34]=[N:33][CH:32]=1)=[O:24])([CH3:21])([CH3:19])[CH3:20]. (6) Given the reactants Cl.[NH2:2][CH2:3][CH2:4][CH2:5][C:6]([O:8][CH2:9][CH3:10])=[O:7].C([O-])(=O)C.[Na+].[C:16]([N:35]1[CH:39]=[C:38]([C:40](=O)[CH2:41][CH3:42])[N:37]=[CH:36]1)([C:29]1[CH:34]=[CH:33][CH:32]=[CH:31][CH:30]=1)([C:23]1[CH:28]=[CH:27][CH:26]=[CH:25][CH:24]=1)[C:17]1[CH:22]=[CH:21][CH:20]=[CH:19][CH:18]=1.[BH3-]C#N.[Na+].[O-]S([O-])(=O)=O.[Na+].[Na+], predict the reaction product. The product is: [C:16]([N:35]1[CH:39]=[C:38]([CH:40]([NH:2][CH2:3][CH2:4][CH2:5][C:6]([O:8][CH2:9][CH3:10])=[O:7])[CH2:41][CH3:42])[N:37]=[CH:36]1)([C:23]1[CH:24]=[CH:25][CH:26]=[CH:27][CH:28]=1)([C:29]1[CH:34]=[CH:33][CH:32]=[CH:31][CH:30]=1)[C:17]1[CH:22]=[CH:21][CH:20]=[CH:19][CH:18]=1.